From a dataset of Experimentally validated miRNA-target interactions with 360,000+ pairs, plus equal number of negative samples. Binary Classification. Given a miRNA mature sequence and a target amino acid sequence, predict their likelihood of interaction. (1) The miRNA is cel-miR-1019-3p with sequence CUGUAAUUCCACAUUGCUUUCCAG. The protein sequence of the target gene is MDKALKEVFDYSYRDYILSWYGNLSRDEGQLYHLLLEDFWEIARQLHHRLSHVDVVKVVCNDVVRTLLTHFCDLKAANARHEEQPRPFVLHACLRNSDDEVRFLQTCSRVLVFCLLPSKDVQSLSLRIMLAEILTTKVLKPVVELLSNPDYINQMLLAQLAYREQMNEHHKRAYTYAPSYEDFIKLINSNSDVEFLKQLRYQIVVEIIQATTISSFPQLKRHKGKETAAMKADLLRARNMKRYINQLTVAKKQCEKRIRILGGPAYDQQEDGALDEGEGPQSQKILQFEDILANTFYREH.... Result: 0 (no interaction). (2) The miRNA is hsa-miR-562 with sequence AAAGUAGCUGUACCAUUUGC. The protein sequence of the target gene is MSGQVGDLSPSQEKSLAQFRENIQDVLSALPNPDDYFLLRWLQARSFDLQKSEDMLRKHMEFRKQQDLANILAWQPPEVVRLYNANGICGHDGEGSPVWYHIVGSLDPKGLLLSASKQELLRDSFRSCELLLRECELQSQKLGKRVEKIIAIFGLEGLGLRDLWKPGIELLQEFFSALEANYPEILKSLIVVRAPKLFAVAFNLVKSYMSEETRRKVVILGDNWKQELTKFISPDQLPVEFGGTMTDPDGNPKCLTKINYGGEVPKSYYLCKQVRLQYEHTRSVGRGSSLQVENEILFPG.... Result: 1 (interaction). (3) The miRNA is hsa-miR-500a-5p with sequence UAAUCCUUGCUACCUGGGUGAGA. The protein sequence of the target gene is MSRYLRPPNTSLFVRNVADDTRSEDLRREFGRYGPIVDVYVPLDFYTRRPRGFAYVQFEDVRDAEDALHNLDRKWICGRQIEIQFAQGDRKTPNQMKAKEGRNVYSSSRYDDYDRYRRSRSRSYERRRSRSRSFDYNYRRSYSPRNSRPTGRPRRSRSHSDNDRFKHRNRSFSRSKSNSRSRSKSQPKKEMKAKSRSRSASHTKTRGTSKTDSKTHYKSGSRYEKESRKKEPPRSKSQSRSQSRSRSKSRSRSWTSPKSSGH. Result: 1 (interaction). (4) The miRNA is hsa-miR-3689d with sequence GGGAGGUGUGAUCUCACACUCG. The protein sequence of the target gene is MEGAPPGSLALRLLLFVALPASGWLTTGAPEPPPLSGAPQDGIRINVTTLKDDGDISKQQVVLNITYESGQVYVNDLPVNSGVTRISCQTLIVKNENLENLEEKEYFGIVSVRILVHEWPMTSGSSLQLIVIQEEVVEIDGKQVQQKDVTEIDILVKNRGVLRHSNYTLPLEESMLYSISRDSDILFTLPNLSKKESVSSLQTTSQYLIRNVETTVDEDVLPGKLPETPLRAEPPSSYKVMCQWMEKFRKDLCRFWSNVFPVFFQFLNIMVVGITGAAVVITILKVFFPVSEYKGILQLD.... Result: 1 (interaction). (5) The miRNA is mmu-miR-466h-5p with sequence UGUGUGCAUGUGCUUGUGUGUA. The protein sequence of the target gene is MSLVACECLPSPGLEPEPCSRARSQAHVYLEQIRNRVALGVPDMTKRDYLVDAATQIRLALERDVSEDYEAAFNHYQNGVDVLLRGIHVDPNKERREAVKLKITKYLRRAEEIFNCHLQRPLSSGASPSAGFSSLRLRPIRTLSSAVEQLRGCRVVGVIEKVQLVQDPATGGTFVVKSLPRCHMVSRERLTIIPHGVPYMTKLLRYFVSEDSIFLHLEHVQGGTLWSHLLSQAHSRHSGLSSGSTQERMKAQLNPHLNLLTPARLPSGHAPGQDRIALEPPRTSPNLLLAGEAPSTRPQR.... Result: 0 (no interaction). (6) The miRNA is hsa-miR-605-3p with sequence AGAAGGCACUAUGAGAUUUAGA. The protein sequence of the target gene is MSRRYDSRTTIFSPEGRLYQVEYAMEAIGHAGTCLGILANDGVLLAAERRNIHKLLDEVFFSEKIYKLNEDMACSVAGITSDANVLTNELRLIAQRYLLQYQEPIPCEQLVTALCDIKQAYTQFGGKRPFGVSLLYIGWDKHYGFQLYQSDPSGNYGGWKATCIGNNSAAAVSMLKQDYKEGEMTLKSALALAIKVLNKTMDVSKLSAEKVEIATLTRENGKTVIRVLKQKEVEQLIKKHEEEEAKAEREKKEKEQKEKDK. Result: 0 (no interaction).